From a dataset of Full USPTO retrosynthesis dataset with 1.9M reactions from patents (1976-2016). Predict the reactants needed to synthesize the given product. (1) Given the product [O:15]=[C:13]1[NH:12][C:8]2=[N:9][CH:10]=[CH:11][C:6]([O:5][C:4]3[CH:3]=[C:2]([NH:1][C:24](=[O:25])[C:23]4[CH:27]=[CH:28][CH:29]=[C:21]([C:20]([F:19])([F:30])[F:31])[CH:22]=4)[CH:18]=[CH:17][CH:16]=3)=[C:7]2[NH:14]1, predict the reactants needed to synthesize it. The reactants are: [NH2:1][C:2]1[CH:3]=[C:4]([CH:16]=[CH:17][CH:18]=1)[O:5][C:6]1[CH:11]=[CH:10][N:9]=[C:8]2[NH:12][C:13](=[O:15])[NH:14][C:7]=12.[F:19][C:20]([F:31])([F:30])[C:21]1[CH:22]=[C:23]([CH:27]=[CH:28][CH:29]=1)[C:24](Cl)=[O:25]. (2) Given the product [CH3:11][N:12]1[CH2:17][CH2:16][CH:15]([CH2:18][O:19][C:2]2[CH:7]=[CH:6][C:5]([N+:8]([O-:10])=[O:9])=[CH:4][CH:3]=2)[CH2:14][CH2:13]1, predict the reactants needed to synthesize it. The reactants are: Cl[C:2]1[CH:7]=[CH:6][C:5]([N+:8]([O-:10])=[O:9])=[CH:4][CH:3]=1.[CH3:11][N:12]1[CH2:17][CH2:16][CH:15]([CH2:18][OH:19])[CH2:14][CH2:13]1.[H-].[Na+]. (3) Given the product [OH:4][CH2:5][CH2:6][O:7][C:8]1[C:9]([Se:22][C:23]2[CH:24]=[CH:25][C:26]([C:27]([OH:29])=[O:28])=[CH:32][CH:33]=2)=[CH:10][C:11]2[C:12]([CH3:21])([CH3:20])[CH2:13][CH2:14][C:15]([CH3:18])([CH3:19])[C:16]=2[CH:17]=1, predict the reactants needed to synthesize it. The reactants are: C([O:4][CH2:5][CH2:6][O:7][C:8]1[C:9]([Se:22][C:23]2[CH:33]=[CH:32][C:26]([C:27]([O:29]CC)=[O:28])=[CH:25][CH:24]=2)=[CH:10][C:11]2[C:12]([CH3:21])([CH3:20])[CH2:13][CH2:14][C:15]([CH3:19])([CH3:18])[C:16]=2[CH:17]=1)(=O)C.[OH-].[Na+]. (4) Given the product [F:26][C:25]([F:28])([F:27])[C:23]([OH:29])=[O:24].[F:21][C:17](=[C:18]([CH3:20])[CH3:19])[CH2:16][NH:15][C:14]([C@@H:13]1[CH2:12][C@@H:11]2[C@@H:9]([CH2:10]2)[NH:8]1)=[O:22], predict the reactants needed to synthesize it. The reactants are: C(OC([N:8]1[C@H:13]([C:14](=[O:22])[NH:15][CH2:16][C:17]([F:21])=[C:18]([CH3:20])[CH3:19])[CH2:12][C@@H:11]2[C@H:9]1[CH2:10]2)=O)(C)(C)C.[C:23]([OH:29])([C:25]([F:28])([F:27])[F:26])=[O:24].